This data is from Forward reaction prediction with 1.9M reactions from USPTO patents (1976-2016). The task is: Predict the product of the given reaction. (1) Given the reactants [CH2:1]([O:3][C:4](=[O:14])[CH2:5][C:6](=O)[CH2:7][C:8]([O:10][CH2:11][CH3:12])=[O:9])[CH3:2].[C:15]([O:19][C:20](=[O:27])[C:21](=[N:25]O)[C:22](=O)[CH3:23])([CH3:18])([CH3:17])[CH3:16].O, predict the reaction product. The product is: [CH2:1]([O:3][C:4]([C:5]1[C:22]([CH3:23])=[C:21]([C:20]([O:19][C:15]([CH3:18])([CH3:17])[CH3:16])=[O:27])[NH:25][C:6]=1[CH2:7][C:8]([O:10][CH2:11][CH3:12])=[O:9])=[O:14])[CH3:2]. (2) The product is: [C:16]([C:14]1[CH:13]=[CH:12][C:11]([O:20][CH3:21])=[C:10]([CH2:9][OH:8])[CH:15]=1)([CH3:19])([CH3:17])[CH3:18]. Given the reactants [H-].[Al+3].[Li+].[H-].[H-].[H-].C[O:8][C:9](=O)[C:10]1[CH:15]=[C:14]([C:16]([CH3:19])([CH3:18])[CH3:17])[CH:13]=[CH:12][C:11]=1[O:20][CH3:21].O, predict the reaction product. (3) Given the reactants [Br:1][C:2]1[C:14]2[C:13]3[CH2:12][CH2:11][N:10](C(OC(C)(C)C)=O)[CH2:9][C:8]=3[CH:7]=[N:6][C:5]=2[NH:4][N:3]=1.[F:22][C:23]([F:28])([F:27])[C:24]([OH:26])=[O:25].C1(C)C=CC=CC=1, predict the reaction product. The product is: [F:22][C:23]([F:28])([F:27])[C:24]([O-:26])=[O:25].[Br:1][C:2]1[C:14]2[C:13]3[CH2:12][CH2:11][NH2+:10][CH2:9][C:8]=3[CH:7]=[N:6][C:5]=2[NH:4][N:3]=1.